Dataset: Full USPTO retrosynthesis dataset with 1.9M reactions from patents (1976-2016). Task: Predict the reactants needed to synthesize the given product. (1) Given the product [F:10][C:7]([F:8])([F:9])[C:6]([N:24]1[CH2:25][CH2:26][N:21]([C:16]2[CH:17]=[CH:18][CH:19]=[CH:20][C:15]=2[CH3:27])[CH2:22][CH2:23]1)=[O:11], predict the reactants needed to synthesize it. The reactants are: [F:8][C:7]([F:10])([F:9])[C:6](O[C:6](=[O:11])[C:7]([F:10])([F:9])[F:8])=[O:11].[Cl-].[C:15]1([CH3:27])[CH:20]=[CH:19][CH:18]=[CH:17][C:16]=1[NH+:21]1[CH2:26][CH2:25][NH2+:24][CH2:23][CH2:22]1.[Cl-]. (2) Given the product [C:2]([C:4]1[CH:9]=[CH:8][C:7]([O:10][CH2:20][CH2:19][NH:18][C:16](=[O:17])[O:15][C:11]([CH3:14])([CH3:13])[CH3:12])=[CH:6][CH:5]=1)(=[O:3])[CH3:1], predict the reactants needed to synthesize it. The reactants are: [CH3:1][C:2]([C:4]1[CH:5]=[CH:6][C:7]([OH:10])=[CH:8][CH:9]=1)=[O:3].[C:11]([O:15][C:16]([NH:18][CH2:19][CH2:20]Br)=[O:17])([CH3:14])([CH3:13])[CH3:12].[I-].[K+].C(=O)([O-])[O-].[K+].[K+]. (3) Given the product [NH2:44][C:42](=[O:43])[CH2:41][O:37][N:36]=[C:17]([C:7]1[CH:8]=[CH:9][C:10]([O:12][CH2:13][CH:14]([CH3:15])[CH3:16])=[CH:11][C:6]=1[O:5][CH2:1][CH:2]([CH3:4])[CH3:3])[C:18]1[CH:19]=[CH:20][C:21]([O:31][CH2:32][CH:33]([CH3:35])[CH3:34])=[C:22]([CH2:24][CH2:25][C:26]([O:28][CH2:29][CH3:30])=[O:27])[CH:23]=1, predict the reactants needed to synthesize it. The reactants are: [CH2:1]([O:5][C:6]1[CH:11]=[C:10]([O:12][CH2:13][CH:14]([CH3:16])[CH3:15])[CH:9]=[CH:8][C:7]=1[C:17](=[N:36][OH:37])[C:18]1[CH:19]=[CH:20][C:21]([O:31][CH2:32][CH:33]([CH3:35])[CH3:34])=[C:22]([CH2:24][CH2:25][C:26]([O:28][CH2:29][CH3:30])=[O:27])[CH:23]=1)[CH:2]([CH3:4])[CH3:3].[H-].[Na+].Br[CH2:41][C:42]([NH2:44])=[O:43].Cl.